This data is from Forward reaction prediction with 1.9M reactions from USPTO patents (1976-2016). The task is: Predict the product of the given reaction. (1) Given the reactants Br[C:2]1[CH:7]=[CH:6][C:5](/[CH:8]=[CH:9]/[C:10]([O:12][CH2:13][CH3:14])=[O:11])=[CH:4][CH:3]=1.C(=O)([O-])[O-].[Cs+].[Cs+].[CH2:21]([N:28]1[CH2:32][CH2:31][C@@H:30]([NH2:33])[CH2:29]1)[C:22]1[CH:27]=[CH:26][CH:25]=[CH:24][CH:23]=1.[NH4+].[Cl-], predict the reaction product. The product is: [CH2:21]([N:28]1[CH2:32][CH2:31][C@@H:30]([NH:33][C:2]2[CH:7]=[CH:6][C:5](/[CH:8]=[CH:9]/[C:10]([O:12][CH2:13][CH3:14])=[O:11])=[CH:4][CH:3]=2)[CH2:29]1)[C:22]1[CH:23]=[CH:24][CH:25]=[CH:26][CH:27]=1. (2) Given the reactants [CH3:1][O:2][C:3](=[O:13])[C:4]1[CH:9]=[CH:8][C:7]([NH:10][CH3:11])=[C:6]([NH2:12])[CH:5]=1.[NH2:14][C:15]1[S:16][C:17]2[CH:23]=[C:22]([CH3:24])[CH:21]=[CH:20][C:18]=2[N:19]=1.[C:25](N1C=CN=C1)(N1C=CN=C1)=S, predict the reaction product. The product is: [CH3:1][O:2][C:3]([C:4]1[CH:9]=[CH:8][C:7]2[N:10]([CH3:25])[C:11]([NH:14][C:15]3[S:16][C:17]4[CH:23]=[C:22]([CH3:24])[CH:21]=[CH:20][C:18]=4[N:19]=3)=[N:12][C:6]=2[CH:5]=1)=[O:13]. (3) Given the reactants [C:1]([C:3]1[CH:8]=[CH:7][C:6]([NH:9][C:10]([C:12]2[C:13]([C:18]([OH:20])=O)=[N:14][CH:15]=[CH:16][N:17]=2)=[O:11])=[CH:5][CH:4]=1)#[N:2].[Si:21]([O:28][CH2:29][CH2:30][NH:31][C:32]1[CH:37]=[CH:36][C:35]([NH2:38])=[CH:34][CH:33]=1)([C:24]([CH3:27])([CH3:26])[CH3:25])([CH3:23])[CH3:22], predict the reaction product. The product is: [Si:21]([O:28][CH2:29][CH2:30][NH:31][C:32]1[CH:33]=[CH:34][C:35]([NH:38][C:18]([C:13]2[C:12]([C:10]([NH:9][C:6]3[CH:5]=[CH:4][C:3]([C:1]#[N:2])=[CH:8][CH:7]=3)=[O:11])=[N:17][CH:16]=[CH:15][N:14]=2)=[O:20])=[CH:36][CH:37]=1)([C:24]([CH3:27])([CH3:26])[CH3:25])([CH3:23])[CH3:22]. (4) Given the reactants [F:1][C:2]1[CH:7]=[CH:6][C:5]([S:8]([N:11]([CH2:13][C:14]([O:16]CC)=[O:15])[CH3:12])(=[O:10])=[O:9])=[CH:4][CH:3]=1.[Li+].[OH-], predict the reaction product. The product is: [F:1][C:2]1[CH:3]=[CH:4][C:5]([S:8]([N:11]([CH2:13][C:14]([OH:16])=[O:15])[CH3:12])(=[O:9])=[O:10])=[CH:6][CH:7]=1. (5) Given the reactants [C:1]([O:5][C:6](=[O:20])[NH:7][CH2:8][CH2:9][C:10](=[O:19])[NH:11][C:12]1[CH:17]=[CH:16][C:15](I)=[CH:14][CH:13]=1)([CH3:4])([CH3:3])[CH3:2].[CH2:21]([O:28][C:29](=[O:35])[NH:30][CH2:31][CH2:32][C:33]#[CH:34])[C:22]1[CH:27]=[CH:26][CH:25]=[CH:24][CH:23]=1, predict the reaction product. The product is: [CH2:21]([O:28][C:29](=[O:35])[NH:30][CH2:31][CH2:32][C:33]#[C:34][C:15]1[CH:16]=[CH:17][C:12]([NH:11][C:10](=[O:19])[CH2:9][CH2:8][NH:7][C:6]([O:5][C:1]([CH3:4])([CH3:3])[CH3:2])=[O:20])=[CH:13][CH:14]=1)[C:22]1[CH:27]=[CH:26][CH:25]=[CH:24][CH:23]=1.